Dataset: Catalyst prediction with 721,799 reactions and 888 catalyst types from USPTO. Task: Predict which catalyst facilitates the given reaction. (1) Reactant: C(OC([NH:8][NH:9][C:10]1[CH:15]=[CH:14][C:13]([C:16](=[O:29])[NH:17][CH:18]2[CH2:23][C:22]([CH3:25])([CH3:24])[N:21]([CH3:26])[C:20]([CH3:28])([CH3:27])[CH2:19]2)=[CH:12][CH:11]=1)=O)(C)(C)C. The catalyst class is: 89. Product: [NH:9]([C:10]1[CH:15]=[CH:14][C:13]([C:16]([NH:17][CH:18]2[CH2:19][C:20]([CH3:27])([CH3:28])[N:21]([CH3:26])[C:22]([CH3:25])([CH3:24])[CH2:23]2)=[O:29])=[CH:12][CH:11]=1)[NH2:8]. (2) Reactant: [NH2:1][C:2]1[C:11]([OH:12])=[CH:10][CH:9]=[C:8]([F:13])[C:3]=1[C:4]([O:6][CH3:7])=[O:5].[N:14]1(C(N2C=CN=C2)N)C=CN=[CH:15]1. The catalyst class is: 1. Product: [NH2:14][C:15]1[O:12][C:11]2[C:2](=[C:3]([C:4]([O:6][CH3:7])=[O:5])[C:8]([F:13])=[CH:9][CH:10]=2)[N:1]=1. (3) Reactant: [F:1][C:2]1[CH:3]=[CH:4][C:5]([N+:10]([O-:12])=[O:11])=[C:6]([CH:9]=1)[CH2:7]Br.C(=O)([O-])[O-].[K+].[K+].[C:19]1([S:29]([O-:31])=[O:30])[C:28]2[C:23](=[CH:24][CH:25]=[CH:26][CH:27]=2)[CH:22]=[CH:21][CH:20]=1.[Na+]. Product: [F:1][C:2]1[CH:3]=[CH:4][C:5]([N+:10]([O-:12])=[O:11])=[C:6]([CH:9]=1)[CH2:7][S:29]([C:19]1[C:28]2[C:23](=[CH:24][CH:25]=[CH:26][CH:27]=2)[CH:22]=[CH:21][CH:20]=1)(=[O:31])=[O:30]. The catalyst class is: 1. (4) Reactant: [O:1]1[C:5]2[CH:6]=[CH:7][CH:8]=[CH:9][C:4]=2[C:3]([CH2:10][CH2:11][C:12](O)=O)=[CH:2]1.[O:15]1[C:19]2C=CC=CC=2C(CCCC#N)=C1.[OH-:29].[K+].O. Product: [O:1]1[C:5]2[CH:6]=[CH:7][CH:8]=[CH:9][C:4]=2[C:3]([CH2:10][CH2:11][CH2:12][C:19]([OH:15])=[O:29])=[CH:2]1. The catalyst class is: 8. (5) Reactant: [CH3:1][O:2][C:3]1[CH:4]=[C:5]2[C:9](=[CH:10][C:11]=1[O:12][CH3:13])[NH:8][C:7]([CH2:14][OH:15])=[C:6]2[C:16]1[CH:21]=[CH:20][C:19]([O:22][CH3:23])=[CH:18][CH:17]=1. Product: [CH3:1][O:2][C:3]1[CH:4]=[C:5]2[C:9](=[CH:10][C:11]=1[O:12][CH3:13])[NH:8][C:7]([CH:14]=[O:15])=[C:6]2[C:16]1[CH:17]=[CH:18][C:19]([O:22][CH3:23])=[CH:20][CH:21]=1. The catalyst class is: 177. (6) Reactant: [CH2:1]([O:8][C:9]1[C:10]([O:21][CH3:22])=[CH:11][C:12]([C:17]([CH3:20])([CH3:19])[CH3:18])=[C:13]([CH:16]=1)C=O)[C:2]1[CH:7]=[CH:6][CH:5]=[CH:4][CH:3]=1.[C:23](O)(=O)[CH2:24][C:25]([OH:27])=[O:26].N1CCCCC1.Cl. The catalyst class is: 803. Product: [CH2:1]([O:8][C:9]1[C:10]([O:21][CH3:22])=[CH:11][C:12]([C:17]([CH3:20])([CH3:18])[CH3:19])=[C:13](/[CH:23]=[CH:24]/[C:25]([OH:27])=[O:26])[CH:16]=1)[C:2]1[CH:3]=[CH:4][CH:5]=[CH:6][CH:7]=1. (7) Reactant: [NH2:1][CH2:2][CH2:3][O:4][N:5]1[C:17]2[C:16]3[CH:15]=[CH:14][CH:13]=[CH:12][C:11]=3[N:10]=[C:9]([NH2:18])[C:8]=2[N:7]=[C:6]1[CH2:19][O:20][CH2:21][CH3:22].C1(C(C2C=CC=CC=2)(C2C=CC=CC=2)[S:30][CH2:31][CH2:32][C:33](ON2C(=O)CCC2=O)=[O:34])C=CC=CC=1.CO. Product: [NH2:18][C:9]1[C:8]2[N:7]=[C:6]([CH2:19][O:20][CH2:21][CH3:22])[N:5]([O:4][CH2:3][CH2:2][NH:1][C:33](=[O:34])[CH2:32][CH2:31][SH:30])[C:17]=2[C:16]2[CH:15]=[CH:14][CH:13]=[CH:12][C:11]=2[N:10]=1. The catalyst class is: 4. (8) Reactant: [NH2:1][C:2]1[N:6]([C:7]2[N:12]=[C:11]([N:13]3[CH2:18][CH2:17][O:16][CH2:15][CH2:14]3)[N:10]=[C:9]([N:19]3[CH2:24][CH2:23][O:22][CH2:21][CH2:20]3)[N:8]=2)[C:5]2[CH:25]=[CH:26][CH:27]=[CH:28][C:4]=2[N:3]=1.[H-].[Na+].CN(C=O)C.Cl[CH2:37][O:38][CH:39]=[O:40]. Product: [CH3:37][O:38][C:39]([NH:1][C:2]1[N:6]([C:7]2[N:8]=[C:9]([N:19]3[CH2:20][CH2:21][O:22][CH2:23][CH2:24]3)[N:10]=[C:11]([N:13]3[CH2:14][CH2:15][O:16][CH2:17][CH2:18]3)[N:12]=2)[C:5]2[CH:25]=[CH:26][CH:27]=[CH:28][C:4]=2[N:3]=1)=[O:40]. The catalyst class is: 6. (9) Reactant: [Cl:1][C:2]1[CH:3]=[C:4]([OH:15])[CH:5]=[N:6][C:7]=1[O:8][C@H:9]([CH3:14])[C:10]([F:13])([F:12])[F:11].[Cl:16][C:17]1[C:18](F)=[CH:19][C:20]([F:33])=[C:21]([CH:32]=1)[C:22]([O:24][C:25]1[CH:30]=[CH:29][C:28]([CH3:31])=[CH:27][CH:26]=1)=[O:23].C([O-])([O-])=O.[K+].[K+]. Product: [Cl:16][C:17]1[C:18]([O:15][C:4]2[CH:5]=[N:6][C:7]([O:8][C@H:9]([CH3:14])[C:10]([F:11])([F:12])[F:13])=[C:2]([Cl:1])[CH:3]=2)=[CH:19][C:20]([F:33])=[C:21]([CH:32]=1)[C:22]([O:24][C:25]1[CH:30]=[CH:29][C:28]([CH3:31])=[CH:27][CH:26]=1)=[O:23]. The catalyst class is: 16. (10) Reactant: O[C@@H:2]([CH3:23])[C@@H:3]([N:7]([CH3:22])[C:8]([O:10][CH2:11][CH2:12][CH2:13][CH2:14][CH2:15][C:16]1[CH:21]=[CH:20][CH:19]=[CH:18][CH:17]=1)=[O:9])[C:4]([OH:6])=[O:5].CCN(CC)CC.CN(C(ON1N=NC2C=CC=CC1=2)=[N+](C)C)C.[B-](F)(F)(F)F. Product: [C:16]1([CH2:15][CH2:14][CH2:13][CH2:12][CH2:11][O:10][C:8](=[O:9])[N:7]([CH3:22])[C@H:3]2[C:4](=[O:6])[O:5][C@H:2]2[CH3:23])[CH:21]=[CH:20][CH:19]=[CH:18][CH:17]=1. The catalyst class is: 2.